From a dataset of Full USPTO retrosynthesis dataset with 1.9M reactions from patents (1976-2016). Predict the reactants needed to synthesize the given product. (1) Given the product [Br:1][C:2]1[CH:10]=[CH:9][CH:8]=[CH:7][C:3]=1[C:4]([NH:29][C:28]1[CH:30]=[CH:31][CH:32]=[C:26]([N+:23]([O-:25])=[O:24])[CH:27]=1)=[O:6], predict the reactants needed to synthesize it. The reactants are: [Br:1][C:2]1[CH:10]=[CH:9][CH:8]=[CH:7][C:3]=1[C:4]([OH:6])=O.C(Cl)(=O)C(Cl)=O.N1C=CC=CC=1.[N+:23]([C:26]1[CH:27]=[C:28]([CH:30]=[CH:31][CH:32]=1)[NH2:29])([O-:25])=[O:24]. (2) Given the product [CH:1]([C:4]1[CH:5]=[CH:6][C:7]([O:27][CH3:28])=[C:8]([C:10]2[CH:15]=[CH:14][CH:13]=[C:12]([C@@H:16]([C:21]3[O:22][C:23]([CH3:26])=[N:24][N:25]=3)[CH2:17][C:18]([OH:20])=[O:19])[CH:11]=2)[CH:9]=1)([CH3:3])[CH3:2].[CH:1]([C:4]1[CH:5]=[CH:6][C:7]([O:27][CH3:28])=[C:8]([C:10]2[CH:15]=[CH:14][CH:13]=[C:12]([C@H:16]([C:21]3[O:22][C:23]([CH3:26])=[N:24][N:25]=3)[CH2:17][C:18]([OH:20])=[O:19])[CH:11]=2)[CH:9]=1)([CH3:3])[CH3:2], predict the reactants needed to synthesize it. The reactants are: [CH:1]([C:4]1[CH:5]=[CH:6][C:7]([O:27][CH3:28])=[C:8]([C:10]2[CH:15]=[CH:14][CH:13]=[C:12]([CH:16]([C:21]3[O:22][C:23]([CH3:26])=[N:24][N:25]=3)[CH2:17][C:18]([OH:20])=[O:19])[CH:11]=2)[CH:9]=1)([CH3:3])[CH3:2].